Dataset: Full USPTO retrosynthesis dataset with 1.9M reactions from patents (1976-2016). Task: Predict the reactants needed to synthesize the given product. Given the product [I:13][C:5]1[CH:4]=[C:3]([C:2]([F:10])([F:11])[F:1])[CH:8]=[CH:7][C:6]=1[OH:9], predict the reactants needed to synthesize it. The reactants are: [F:1][C:2]([F:11])([F:10])[C:3]1[CH:8]=[CH:7][C:6]([OH:9])=[CH:5][CH:4]=1.[Na+].[I-:13].